This data is from NCI-60 drug combinations with 297,098 pairs across 59 cell lines. The task is: Regression. Given two drug SMILES strings and cell line genomic features, predict the synergy score measuring deviation from expected non-interaction effect. (1) Drug 1: CN(C)N=NC1=C(NC=N1)C(=O)N. Drug 2: COCCOC1=C(C=C2C(=C1)C(=NC=N2)NC3=CC=CC(=C3)C#C)OCCOC.Cl. Cell line: DU-145. Synergy scores: CSS=17.8, Synergy_ZIP=-3.23, Synergy_Bliss=3.14, Synergy_Loewe=-2.62, Synergy_HSA=2.61. (2) Drug 2: CC1=C2C(C(=O)C3(C(CC4C(C3C(C(C2(C)C)(CC1OC(=O)C(C(C5=CC=CC=C5)NC(=O)OC(C)(C)C)O)O)OC(=O)C6=CC=CC=C6)(CO4)OC(=O)C)O)C)O. Synergy scores: CSS=40.7, Synergy_ZIP=-3.79, Synergy_Bliss=-4.50, Synergy_Loewe=-1.71, Synergy_HSA=1.01. Drug 1: C1=C(C(=O)NC(=O)N1)F. Cell line: LOX IMVI. (3) Synergy scores: CSS=34.3, Synergy_ZIP=2.87, Synergy_Bliss=2.45, Synergy_Loewe=0.135, Synergy_HSA=1.90. Cell line: A549. Drug 1: CC1C(C(=O)NC(C(=O)N2CCCC2C(=O)N(CC(=O)N(C(C(=O)O1)C(C)C)C)C)C(C)C)NC(=O)C3=C4C(=C(C=C3)C)OC5=C(C(=O)C(=C(C5=N4)C(=O)NC6C(OC(=O)C(N(C(=O)CN(C(=O)C7CCCN7C(=O)C(NC6=O)C(C)C)C)C)C(C)C)C)N)C. Drug 2: C1CN1C2=NC(=NC(=N2)N3CC3)N4CC4.